Dataset: Reaction yield outcomes from USPTO patents with 853,638 reactions. Task: Predict the reaction yield, written as a fraction of the theoretical maximum amount of product (1.0 means a 100% yield; for example, 0.34 means a 34% yield). (1) The reactants are [I:1][C:2]1[CH:10]=[CH:9][C:5]([C:6](Cl)=[O:7])=[CH:4][CH:3]=1.[NH2:11][C:12]1[O:13][C:14]([C:17]2[O:18][CH:19]=[CH:20][CH:21]=2)=[N:15][N:16]=1. The catalyst is N1C=CC=CC=1. The product is [O:18]1[CH:19]=[CH:20][CH:21]=[C:17]1[C:14]1[O:13][C:12]([NH:11][C:6]([C:5]2[CH:9]=[CH:10][C:2]([I:1])=[CH:3][CH:4]=2)=[O:7])=[N:16][N:15]=1. The yield is 0.550. (2) The reactants are [NH2:1][C:2]1[C:7]([C:8]([O:10]C)=[O:9])=[C:6]([CH3:12])[C:5]([CH2:13][NH2:14])=[CH:4][CH:3]=1.[C:15]([O:19][C:20](O[C:20]([O:19][C:15]([CH3:18])([CH3:17])[CH3:16])=[O:21])=[O:21])([CH3:18])([CH3:17])[CH3:16].Cl. The catalyst is O1CCOCC1.O. The product is [NH2:1][C:2]1[C:7]([C:8]([OH:10])=[O:9])=[C:6]([CH3:12])[C:5]([CH2:13][NH:14][C:20]([O:19][C:15]([CH3:18])([CH3:17])[CH3:16])=[O:21])=[CH:4][CH:3]=1. The yield is 0.690. (3) The reactants are [CH3:1][O:2][C:3]1[CH:4]=[C:5]2[C:10](=[CH:11][C:12]=1[O:13][CH3:14])[N:9]=[CH:8][CH:7]=[C:6]2[O:15][C:16]1[CH:21]=[CH:20][C:19]([O:22][CH3:23])=[CH:18][C:17]=1[C:24](=[O:26])[CH3:25].[ClH:27].CO. No catalyst specified. The product is [ClH:27].[CH3:1][O:2][C:3]1[CH:4]=[C:5]2[C:10](=[CH:11][C:12]=1[O:13][CH3:14])[N:9]=[CH:8][CH:7]=[C:6]2[O:15][C:16]1[CH:21]=[CH:20][C:19]([O:22][CH3:23])=[CH:18][C:17]=1[C:24](=[O:26])[CH3:25]. The yield is 1.00. (4) The reactants are [CH:1]1([NH:4][C:5]([C:7]2[CH:8]=[CH:9][C:10]([CH3:26])=[C:11]([NH:13][C:14]([C:16]3[CH:17]=[N:18][C:19](S(C)(=O)=O)=[N:20][CH:21]=3)=[O:15])[CH:12]=2)=[O:6])[CH2:3][CH2:2]1.[N:27]1[C:28]([CH2:36][OH:37])=[CH:29][N:30]2[CH:35]=[CH:34][CH:33]=[CH:32][C:31]=12.C(=O)([O-])[O-].[K+].[K+]. The catalyst is C1COCC1. The product is [CH:1]1([NH:4][C:5]([C:7]2[CH:8]=[CH:9][C:10]([CH3:26])=[C:11]([NH:13][C:14]([C:16]3[CH:17]=[N:18][C:19]([O:37][CH2:36][C:28]4[N:27]=[C:31]5[CH:32]=[CH:33][CH:34]=[CH:35][N:30]5[CH:29]=4)=[N:20][CH:21]=3)=[O:15])[CH:12]=2)=[O:6])[CH2:3][CH2:2]1. The yield is 0.230. (5) The reactants are [H-].[Al+3].[Li+].[H-].[H-].[H-].[CH3:7][C:8]([CH2:15][CH2:16][CH2:17][CH:18]([CH3:25])[CH2:19][CH2:20][CH2:21][CH:22]([CH3:24])[CH3:23])=[CH:9][CH2:10][C:11](OC)=[O:12].S([O-])([O-])(=O)=O.[Na+].[Na+]. The catalyst is O1CCCC1. The product is [CH3:7][C:8]([CH2:15][CH2:16][CH2:17][CH:18]([CH3:25])[CH2:19][CH2:20][CH2:21][CH:22]([CH3:24])[CH3:23])=[CH:9][CH2:10][CH2:11][OH:12]. The yield is 0.990.